From a dataset of Reaction yield outcomes from USPTO patents with 853,638 reactions. Predict the reaction yield, written as a fraction of the theoretical maximum amount of product (1.0 means a 100% yield; for example, 0.34 means a 34% yield). (1) The reactants are Br[C:2]1[S:6][C:5]([S:7]([NH:10][C:11]2[CH:20]=[CH:19][C:14]([C:15]([O:17][CH3:18])=[O:16])=[C:13]([OH:21])[CH:12]=2)(=[O:9])=[O:8])=[CH:4][C:3]=1[Cl:22].[OH:23][C:24]1[CH:29]=[CH:28][CH:27]=[CH:26][C:25]=1B(O)O. No catalyst specified. The product is [Cl:22][C:3]1[CH:4]=[C:5]([S:7]([NH:10][C:11]2[CH:20]=[CH:19][C:14]([C:15]([O:17][CH3:18])=[O:16])=[C:13]([OH:21])[CH:12]=2)(=[O:9])=[O:8])[S:6][C:2]=1[C:25]1[CH:26]=[CH:27][CH:28]=[CH:29][C:24]=1[OH:23]. The yield is 0.500. (2) The reactants are [C:1]([C:5]1[N:9]=[C:8]([C:10]([OH:12])=O)[O:7][N:6]=1)([CH3:4])([CH3:3])[CH3:2].C(N(CC)C(C)C)(C)C.C(P1(=O)OP(=O)(CCC)OP(=O)(CCC)O1)CC.Cl.[NH2:41][CH2:42][C:43]1[CH:48]=[CH:47][C:46]([B:49]([OH:51])[OH:50])=[CH:45][C:44]=1[F:52]. The catalyst is CN(C=O)C.C(OCC)(=O)C.C(Cl)Cl. The product is [C:1]([C:5]1[N:9]=[C:8]([C:10]([NH:41][CH2:42][C:43]2[CH:48]=[CH:47][C:46]([B:49]([OH:51])[OH:50])=[CH:45][C:44]=2[F:52])=[O:12])[O:7][N:6]=1)([CH3:2])([CH3:3])[CH3:4]. The yield is 0.430. (3) The reactants are [C:1]([O:6][CH2:7][CH3:8])(=[O:5])[CH:2]([CH3:4])[CH3:3].[Li+].CC([N-]C(C)C)C.Br[CH2:18][CH2:19][CH2:20][CH2:21][CH2:22][Br:23].[NH4+].[Cl-].Cl. The catalyst is C1COCC1.CN1C(=O)N(C)CCC1. The product is [Br:23][CH2:22][CH2:21][CH2:20][CH2:19][CH2:18][C:2]([CH3:4])([CH3:3])[C:1]([O:6][CH2:7][CH3:8])=[O:5]. The yield is 0.320. (4) The reactants are [Cl:1][C:2]1[C:7]([O:8][CH3:9])=[CH:6][C:5]([O:10][CH3:11])=[C:4]([Cl:12])[C:3]=1[C:13]1[C:26](=[O:27])[N:25]([CH2:28][CH2:29][O:30][CH:31]2[CH2:36][CH2:35][N:34]([C:37]([O:39][C:40]([CH3:43])([CH3:42])[CH3:41])=[O:38])[CH2:33][CH2:32]2)[C:16]2[N:17]=[C:18](S(C)(=O)=O)[N:19]=[CH:20][C:15]=2[CH:14]=1.[NH2:44][CH2:45][C:46]([CH3:49])([OH:48])[CH3:47]. The catalyst is CC(O)(C)C. The product is [Cl:1][C:2]1[C:7]([O:8][CH3:9])=[CH:6][C:5]([O:10][CH3:11])=[C:4]([Cl:12])[C:3]=1[C:13]1[C:26](=[O:27])[N:25]([CH2:28][CH2:29][O:30][CH:31]2[CH2:36][CH2:35][N:34]([C:37]([O:39][C:40]([CH3:43])([CH3:42])[CH3:41])=[O:38])[CH2:33][CH2:32]2)[C:16]2[N:17]=[C:18]([NH:44][CH2:45][C:46]([OH:48])([CH3:49])[CH3:47])[N:19]=[CH:20][C:15]=2[CH:14]=1. The yield is 0.620.